From a dataset of Forward reaction prediction with 1.9M reactions from USPTO patents (1976-2016). Predict the product of the given reaction. (1) The product is: [Cl:1][CH2:2][CH2:3][C@H:4]([O:5][C:13]1[CH:14]=[C:15]([C:19](=[O:21])[CH3:20])[CH:16]=[CH:17][CH:18]=1)[C:6]1[CH:11]=[CH:10][CH:9]=[CH:8][CH:7]=1. Given the reactants [Cl:1][CH2:2][CH2:3][C@H:4]([C:6]1[CH:11]=[CH:10][CH:9]=[CH:8][CH:7]=1)[OH:5].O[C:13]1[CH:14]=[C:15]([C:19](=[O:21])[CH3:20])[CH:16]=[CH:17][CH:18]=1.C1(P(C2C=CC=CC=2)C2C=CC=CC=2)C=CC=CC=1.CCOC(/N=N/C(OCC)=O)=O, predict the reaction product. (2) The product is: [Cl:1][C:2]1[CH:3]=[C:4]([CH:8]=[C:9]([Cl:11])[N:10]=1)[C:5]([O:7][C:24]([CH3:27])([CH3:26])[CH3:25])=[O:6]. Given the reactants [Cl:1][C:2]1[CH:3]=[C:4]([CH:8]=[C:9]([Cl:11])[N:10]=1)[C:5]([OH:7])=[O:6].CN(C1C=CC=CN=1)C.C(OC(O[C:24]([CH3:27])([CH3:26])[CH3:25])=O)(O[C:24]([CH3:27])([CH3:26])[CH3:25])=O, predict the reaction product. (3) The product is: [Br:1][C:2]1[CH:3]=[C:4]([N+:9]([O-:11])=[O:10])[C:5]([N:12]2[CH2:16][CH2:15][CH2:14][C@H:13]2[C:17]([O:19][CH2:20][CH3:21])=[O:18])=[N:6][CH:7]=1. Given the reactants [Br:1][C:2]1[CH:3]=[C:4]([N+:9]([O-:11])=[O:10])[C:5](Cl)=[N:6][CH:7]=1.[NH:12]1[CH2:16][CH2:15][CH2:14][C@H:13]1[C:17]([O:19][CH2:20][CH3:21])=[O:18], predict the reaction product.